This data is from Forward reaction prediction with 1.9M reactions from USPTO patents (1976-2016). The task is: Predict the product of the given reaction. (1) Given the reactants [C:1]([O:5][C:6]([NH:8][C@@H:9]1[CH2:14][C@@H:13]([S:15][C:16](=[O:23])[C:17]2[CH:22]=[CH:21][CH:20]=[CH:19][CH:18]=2)[C@H:12]([OH:24])[CH2:11][CH2:10]1)=[O:7])([CH3:4])([CH3:3])[CH3:2].CC(OI1(OC(C)=O)(OC(C)=O)OC(=O)C2C1=CC=CC=2)=O, predict the reaction product. The product is: [C:1]([O:5][C:6]([NH:8][CH:9]1[CH2:14][CH:13]([S:15][C:16](=[O:23])[C:17]2[CH:18]=[CH:19][CH:20]=[CH:21][CH:22]=2)[C:12](=[O:24])[CH2:11][CH2:10]1)=[O:7])([CH3:4])([CH3:2])[CH3:3]. (2) Given the reactants [CH3:1][S:2]([C:5]1[N:6]=[CH:7][C:8]([N:11]2[C:15](=[O:16])[CH2:14][C:13]3([CH2:21][CH2:20][NH:19][CH2:18][CH2:17]3)[CH2:12]2)=[N:9][CH:10]=1)(=[O:4])=[O:3].[CH3:22][C:23]1[C:31]([C@@H:32]2[CH2:34][O:33]2)=[CH:30][CH:29]=[C:28]2[C:24]=1[CH2:25][O:26][C:27]2=[O:35], predict the reaction product. The product is: [OH:33][C@H:32]([C:31]1[C:23]([CH3:22])=[C:24]2[C:28](=[CH:29][CH:30]=1)[C:27](=[O:35])[O:26][CH2:25]2)[CH2:34][N:19]1[CH2:20][CH2:21][C:13]2([CH2:12][N:11]([C:8]3[CH:7]=[N:6][C:5]([S:2]([CH3:1])(=[O:4])=[O:3])=[CH:10][N:9]=3)[C:15](=[O:16])[CH2:14]2)[CH2:17][CH2:18]1. (3) Given the reactants C(O[C:6]([N:8]1[CH2:12][C:11](=[N:13][O:14][CH2:15][C:16]2[CH:21]=[CH:20][C:19]([O:22][CH3:23])=[CH:18][CH:17]=2)[CH2:10][C@H:9]1[C:24]([OH:26])=O)=[O:7])(C)(C)C.[N:27]([C:30]1[CH:35]=[CH:34][CH:33]=[C:32]([CH3:36])[CH:31]=1)=C=O.[CH2:37]([N:39]1[C:51]2[CH:50]=[CH:49][C:48]([NH2:52])=[CH:47][C:46]=2[C:45]2[C:40]1=[CH:41][CH:42]=[CH:43][CH:44]=2)[CH3:38], predict the reaction product. The product is: [CH2:37]([N:39]1[C:51]2[CH:50]=[CH:49][C:48]([NH:52][C:24]([C@@H:9]3[CH2:10][C:11](=[N:13][O:14][CH2:15][C:16]4[CH:17]=[CH:18][C:19]([O:22][CH3:23])=[CH:20][CH:21]=4)[CH2:12][N:8]3[C:6]([NH:27][C:30]3[CH:35]=[CH:34][CH:33]=[C:32]([CH3:36])[CH:31]=3)=[O:7])=[O:26])=[CH:47][C:46]=2[C:45]2[C:40]1=[CH:41][CH:42]=[CH:43][CH:44]=2)[CH3:38]. (4) Given the reactants [N:1]([CH2:4][C:5]1[CH:6]=[C:7]([C:11]2[N:15]=[CH:14][N:13]([C:16]3[CH:21]=[CH:20][C:19]([O:22][C:23]([F:26])([F:25])[F:24])=[CH:18][CH:17]=3)[N:12]=2)[CH:8]=[CH:9][CH:10]=1)=[C:2]=[O:3].[Cl:27][C:28]1[CH:29]=[CH:30][C:31]([CH:38]([CH3:40])[CH3:39])=[C:32]([NH:34][C:35]([NH2:37])=[S:36])[CH:33]=1, predict the reaction product. The product is: [Cl:27][C:28]1[CH:29]=[CH:30][C:31]([CH:38]([CH3:40])[CH3:39])=[C:32]([NH:34][C:35]([NH:37][C:2]([NH:1][CH2:4][C:5]2[CH:10]=[CH:9][CH:8]=[C:7]([C:11]3[N:15]=[CH:14][N:13]([C:16]4[CH:21]=[CH:20][C:19]([O:22][C:23]([F:25])([F:24])[F:26])=[CH:18][CH:17]=4)[N:12]=3)[CH:6]=2)=[O:3])=[S:36])[CH:33]=1.